From a dataset of Forward reaction prediction with 1.9M reactions from USPTO patents (1976-2016). Predict the product of the given reaction. (1) Given the reactants [CH2:1]([O:8][C:9]1[CH:14]=[CH:13][C:12]([C:15]2[C:16]3[CH2:26][C:25]4[C:20](=[CH:21][C:22]([O:29][CH2:30][CH2:31][N:32]5[CH2:37][CH2:36][CH2:35][CH2:34][CH2:33]5)=[C:23]([O:27][CH3:28])[CH:24]=4)[C:17]=3[NH:18][N:19]=2)=[CH:11][CH:10]=1)[C:2]1[CH:7]=[CH:6][CH:5]=[CH:4][CH:3]=1.[H-].[Na+].[CH3:40][Si:41]([CH3:48])([CH3:47])[CH2:42][CH2:43][O:44][CH2:45]Cl, predict the reaction product. The product is: [CH2:1]([O:8][C:9]1[CH:10]=[CH:11][C:12]([C:15]2[C:16]3[CH2:26][C:25]4[C:20](=[CH:21][C:22]([O:29][CH2:30][CH2:31][N:32]5[CH2:37][CH2:36][CH2:35][CH2:34][CH2:33]5)=[C:23]([O:27][CH3:28])[CH:24]=4)[C:17]=3[N:18]([CH2:45][O:44][CH2:43][CH2:42][Si:41]([CH3:48])([CH3:47])[CH3:40])[N:19]=2)=[CH:13][CH:14]=1)[C:2]1[CH:3]=[CH:4][CH:5]=[CH:6][CH:7]=1. (2) The product is: [O:21]=[C:22]1[CH2:26][CH2:25][C@@H:24]([C:27]2[CH:35]=[CH:34][C:33]([C:36]([O:38][CH3:39])=[O:37])=[C:32]3[C:28]=2[CH:29]=[CH:30][N:31]3[S:40]([C:43]2[CH:49]=[CH:48][C:46]([CH3:47])=[CH:45][CH:44]=2)(=[O:42])=[O:41])[CH2:23]1. Given the reactants C([C@@H]1N[C@H](C2OC(C)=CC=2)N(C)C1=O)C1C=CC=CC=1.[O:21]=[C:22]1[CH2:26][CH2:25][C:24]([C:27]2[CH:35]=[CH:34][C:33]([C:36]([O:38][CH3:39])=[O:37])=[C:32]3[C:28]=2[CH:29]=[CH:30][N:31]3[S:40]([C:43]2[CH:49]=[CH:48][C:46]([CH3:47])=[CH:45][CH:44]=2)(=[O:42])=[O:41])=[CH:23]1.CC1NC(C)=C(C(OC(C)(C)C)=O)CC=1C(OC(C)(C)C)=O.ClC(Cl)(Cl)C(O)=O, predict the reaction product.